From a dataset of Full USPTO retrosynthesis dataset with 1.9M reactions from patents (1976-2016). Predict the reactants needed to synthesize the given product. (1) Given the product [NH2:1][C:2]1[C:10]([I:41])=[CH:9][C:8]([C:11]([F:12])([F:13])[F:14])=[CH:7][C:3]=1[C:4]([OH:6])=[O:5], predict the reactants needed to synthesize it. The reactants are: [NH2:1][C:2]1[CH:10]=[CH:9][C:8]([C:11]([F:14])([F:13])[F:12])=[CH:7][C:3]=1[C:4]([OH:6])=[O:5].NC1C(Cl)=C(C=O)C(C(F)(F)F)=CC=1C(OCC)=O.C1C(=O)N([I:41])C(=O)C1. (2) Given the product [S:1]1[CH:5]=[CH:4][CH:3]=[C:2]1[C:6]1[S:7][C:8]([C:11]#[N:14])=[CH:9][N:10]=1, predict the reactants needed to synthesize it. The reactants are: [S:1]1[CH:5]=[CH:4][CH:3]=[C:2]1[C:6]1[S:7][C:8]([CH:11]=O)=[CH:9][N:10]=1.Cl.[NH2:14]O. (3) Given the product [CH2:23]([O:22][C:20]([C:15]1[NH:16][C:17]2[C:13]([CH:14]=1)=[CH:12][C:11]([C:9](=[O:10])[CH2:8][N:1]1[CH2:6][CH2:5][CH2:4][CH2:3][CH2:2]1)=[CH:19][CH:18]=2)=[O:21])[CH3:24], predict the reactants needed to synthesize it. The reactants are: [NH:1]1[CH2:6][CH2:5][CH2:4][CH2:3][CH2:2]1.Cl[CH2:8][C:9]([C:11]1[CH:12]=[C:13]2[C:17](=[CH:18][CH:19]=1)[NH:16][C:15]([C:20]([O:22][CH2:23][CH3:24])=[O:21])=[CH:14]2)=[O:10]. (4) Given the product [Cl:1][C:2]1[CH:3]=[C:4]([CH:22]=[CH:23][CH:24]=1)[C:5]([NH:7][C:8]12[CH2:15][CH:14]3[CH2:13][CH:12]([CH2:11][C:10]([CH2:18][OH:19])([CH2:16]3)[CH2:9]1)[CH2:17]2)=[O:6], predict the reactants needed to synthesize it. The reactants are: [Cl:1][C:2]1[CH:3]=[C:4]([CH:22]=[CH:23][CH:24]=1)[C:5]([NH:7][C:8]12[CH2:17][CH:12]3[CH2:13][CH:14]([CH2:16][C:10]([C:18](OC)=[O:19])([CH2:11]3)[CH2:9]1)[CH2:15]2)=[O:6].[Li+].[BH4-].N#N.